The task is: Predict the product of the given reaction.. This data is from Forward reaction prediction with 1.9M reactions from USPTO patents (1976-2016). (1) The product is: [C:12]([O:11][C:9]([N:25]1[CH2:24][CH2:23][C:22]2[CH:28]=[CH:29][C:19]([N+:16]([O-:18])=[O:17])=[CH:20][C:21]=2[CH2:27][CH2:26]1)=[O:10])([CH3:13])([CH3:14])[CH3:15]. Given the reactants [C:12]([O:11][C:9](O[C:9]([O:11][C:12]([CH3:15])([CH3:14])[CH3:13])=[O:10])=[O:10])([CH3:15])([CH3:14])[CH3:13].[N+:16]([C:19]1[CH:29]=[CH:28][C:22]2[CH2:23][CH2:24][NH:25][CH2:26][CH2:27][C:21]=2[CH:20]=1)([O-:18])=[O:17], predict the reaction product. (2) Given the reactants Br[C:2]1[C:7]([CH3:8])=[CH:6][CH:5]=[CH:4][C:3]=1[CH3:9].C([O-])([O-])=O.[Na+].[Na+].P([CH:17]1[CH2:22][CH2:21][CH2:20][CH2:19][CH2:18]1)([CH:17]1[CH2:22][CH2:21][CH2:20][CH2:19][CH2:18]1)[CH:17]1[CH2:22][CH2:21][CH2:20][CH2:19][CH2:18]1.[O:35]1[CH2:40][CH2:39]OCC1, predict the reaction product. The product is: [CH3:20][C:19]1[C:39]([CH2:40][OH:35])=[CH:21][CH:22]=[CH:17][C:18]=1[C:2]1[C:7]([CH3:8])=[CH:6][CH:5]=[CH:4][C:3]=1[CH3:9].